Dataset: Forward reaction prediction with 1.9M reactions from USPTO patents (1976-2016). Task: Predict the product of the given reaction. (1) Given the reactants [Br:1][C:2]1[CH:3]=[N:4][C:5]([N:8]2[C:16]3[C:11](=[CH:12][CH:13]=[C:14]([C:17]([O:19]C)=[O:18])[CH:15]=3)[C:10]3([CH2:22][CH2:21]3)[CH2:9]2)=[N:6][CH:7]=1.[Li+].[OH-], predict the reaction product. The product is: [Br:1][C:2]1[CH:7]=[N:6][C:5]([N:8]2[C:16]3[C:11](=[CH:12][CH:13]=[C:14]([C:17]([OH:19])=[O:18])[CH:15]=3)[C:10]3([CH2:21][CH2:22]3)[CH2:9]2)=[N:4][CH:3]=1. (2) Given the reactants [CH2:16]1[C:17](=O)[N:12](OC(O[N:12]2[C:17](=O)[CH2:16][CH2:15][C:13]2=[O:14])=O)[C:13](=[O:14])[CH2:15]1.[C:19](=[N:32][NH2:33])([C:26]1[CH:31]=[CH:30][CH:29]=[CH:28][CH:27]=1)[C:20]1[CH:25]=[CH:24][CH:23]=[CH:22][CH:21]=1.[C:34]([O:38][C:39](=[O:52])[C@H:40]([CH2:45][C:46]1[CH:51]=[CH:50][CH:49]=[CH:48][CH:47]=1)NCC#C)([CH3:37])([CH3:36])[CH3:35].CCN(C(C)C)C(C)C, predict the reaction product. The product is: [C:34]([O:38][C:39](=[O:52])[C@H:40]([CH2:45][C:46]1[CH:47]=[CH:48][CH:49]=[CH:50][CH:51]=1)[N:12]([C:13](=[O:14])[NH:33][N:32]=[C:19]([C:26]1[CH:27]=[CH:28][CH:29]=[CH:30][CH:31]=1)[C:20]1[CH:25]=[CH:24][CH:23]=[CH:22][CH:21]=1)[CH2:17][C:16]#[CH:15])([CH3:37])([CH3:35])[CH3:36]. (3) Given the reactants [Br:1][C:2]1[CH:7]=[C:6]([F:8])[CH:5]=[CH:4][C:3]=1[OH:9].Br[CH2:11][C:12]([O:14][CH2:15][CH3:16])=[O:13], predict the reaction product. The product is: [Br:1][C:2]1[CH:7]=[C:6]([F:8])[CH:5]=[CH:4][C:3]=1[O:9][CH2:11][C:12]([O:14][CH2:15][CH3:16])=[O:13]. (4) The product is: [NH2:5][C:6]1[C:15]2[N:16]=[C:17]([CH2:28][O:29][CH2:30][CH3:31])[N:18]([CH2:19][C:20]([NH:23][S:24]([CH3:27])(=[O:26])=[O:25])([CH3:22])[CH3:21])[C:14]=2[C:13]2[CH:12]=[CH:11][C:10]([O:32][CH2:3][C:2]#[CH:1])=[CH:9][C:8]=2[N:7]=1. Given the reactants [CH2:1](Br)[C:2]#[CH:3].[NH2:5][C:6]1[C:15]2[N:16]=[C:17]([CH2:28][O:29][CH2:30][CH3:31])[N:18]([CH2:19][C:20]([NH:23][S:24]([CH3:27])(=[O:26])=[O:25])([CH3:22])[CH3:21])[C:14]=2[C:13]2[CH:12]=[CH:11][C:10]([OH:32])=[CH:9][C:8]=2[N:7]=1.C(=O)([O-])[O-].[Cs+].[Cs+].O, predict the reaction product. (5) Given the reactants CS(C)=O.[CH3:5][C:6]1[CH:7]=[C:8]([OH:19])[C:9]([C:13]2[N:18]=[CH:17][CH:16]=[CH:15][N:14]=2)=[N:10][C:11]=1[CH3:12].Cl[C:21]1[C:30]2[C:25](=[CH:26][C:27]([O:33][CH3:34])=[C:28]([O:31][CH3:32])[CH:29]=2)[N:24]=[CH:23][CH:22]=1.C(=O)([O-])[O-].[Cs+].[Cs+], predict the reaction product. The product is: [CH3:5][C:6]1[CH:7]=[C:8]([O:19][C:21]2[C:30]3[C:25](=[CH:26][C:27]([O:33][CH3:34])=[C:28]([O:31][CH3:32])[CH:29]=3)[N:24]=[CH:23][CH:22]=2)[C:9]([C:13]2[N:14]=[CH:15][CH:16]=[CH:17][N:18]=2)=[N:10][C:11]=1[CH3:12]. (6) Given the reactants Cl.[NH2:2][OH:3].N1C=CC=CC=1.[CH2:10]([CH:26]1[CH2:31][C:30](=[O:32])[O:29][C:27]1=[O:28])[CH2:11][CH2:12][CH2:13][CH2:14][CH2:15][CH2:16][CH2:17][CH2:18][CH2:19][CH2:20][CH2:21][CH2:22][CH2:23][CH2:24]C, predict the reaction product. The product is: [OH:3][NH:2][C:30](=[O:32])[CH2:31][CH:26]([CH2:10][CH2:11][CH2:12][CH2:13][CH2:14][CH2:15][CH2:16][CH2:17][CH2:18][CH2:19][CH2:20][CH2:21][CH2:22][CH2:23][CH3:24])[C:27]([OH:29])=[O:28]. (7) Given the reactants [F:1][C:2]1[CH:7]=[CH:6][C:5]([S:8][CH:9]([C:20]2[C:25]([F:26])=[CH:24][CH:23]=[C:22]([F:27])[C:21]=2[F:28])[C:10]2[C:11]([CH3:19])=[CH:12][C:13]([C:16](O)=[O:17])=[N:14][CH:15]=2)=[CH:4][CH:3]=1.[NH2:29][CH2:30][CH2:31][OH:32].ON1C2C=CC=CC=2N=N1.CN1CCOCC1.Cl.C(N=C=NCCCN(C)C)C, predict the reaction product. The product is: [F:1][C:2]1[CH:7]=[CH:6][C:5]([S:8][CH:9]([C:20]2[C:25]([F:26])=[CH:24][CH:23]=[C:22]([F:27])[C:21]=2[F:28])[C:10]2[C:11]([CH3:19])=[CH:12][C:13]([C:16]([NH:29][CH2:30][CH2:31][OH:32])=[O:17])=[N:14][CH:15]=2)=[CH:4][CH:3]=1.